This data is from NCI-60 drug combinations with 297,098 pairs across 59 cell lines. The task is: Regression. Given two drug SMILES strings and cell line genomic features, predict the synergy score measuring deviation from expected non-interaction effect. (1) Drug 1: CC1=C(C(CCC1)(C)C)C=CC(=CC=CC(=CC(=O)O)C)C. Drug 2: CS(=O)(=O)CCNCC1=CC=C(O1)C2=CC3=C(C=C2)N=CN=C3NC4=CC(=C(C=C4)OCC5=CC(=CC=C5)F)Cl. Cell line: SK-OV-3. Synergy scores: CSS=11.0, Synergy_ZIP=-3.18, Synergy_Bliss=4.13, Synergy_Loewe=-4.66, Synergy_HSA=2.66. (2) Synergy scores: CSS=12.8, Synergy_ZIP=-4.00, Synergy_Bliss=-1.97, Synergy_Loewe=-2.01, Synergy_HSA=-0.441. Drug 2: COC1=C2C(=CC3=C1OC=C3)C=CC(=O)O2. Cell line: BT-549. Drug 1: C1CN1P(=S)(N2CC2)N3CC3. (3) Drug 1: CC1CCC2CC(C(=CC=CC=CC(CC(C(=O)C(C(C(=CC(C(=O)CC(OC(=O)C3CCCCN3C(=O)C(=O)C1(O2)O)C(C)CC4CCC(C(C4)OC)O)C)C)O)OC)C)C)C)OC. Drug 2: C1CNP(=O)(OC1)N(CCCl)CCCl. Cell line: SR. Synergy scores: CSS=47.3, Synergy_ZIP=0.850, Synergy_Bliss=-2.10, Synergy_Loewe=-30.3, Synergy_HSA=-5.37. (4) Drug 1: CC1=C2C(C(=O)C3(C(CC4C(C3C(C(C2(C)C)(CC1OC(=O)C(C(C5=CC=CC=C5)NC(=O)OC(C)(C)C)O)O)OC(=O)C6=CC=CC=C6)(CO4)OC(=O)C)OC)C)OC. Drug 2: C1=CC(=CC=C1C#N)C(C2=CC=C(C=C2)C#N)N3C=NC=N3. Cell line: NCI/ADR-RES. Synergy scores: CSS=8.31, Synergy_ZIP=-1.20, Synergy_Bliss=4.66, Synergy_Loewe=-0.0297, Synergy_HSA=4.83. (5) Drug 1: C1=NC2=C(N1)C(=S)N=C(N2)N. Drug 2: C1=NNC2=C1C(=O)NC=N2. Cell line: SN12C. Synergy scores: CSS=18.9, Synergy_ZIP=-5.26, Synergy_Bliss=-3.07, Synergy_Loewe=-46.4, Synergy_HSA=-3.38. (6) Drug 1: C1C(C(OC1N2C=NC3=C(N=C(N=C32)Cl)N)CO)O. Drug 2: C1CNP(=O)(OC1)N(CCCl)CCCl. Cell line: MALME-3M. Synergy scores: CSS=28.3, Synergy_ZIP=-6.21, Synergy_Bliss=2.02, Synergy_Loewe=-23.9, Synergy_HSA=1.23. (7) Drug 1: CCC1=CC2CC(C3=C(CN(C2)C1)C4=CC=CC=C4N3)(C5=C(C=C6C(=C5)C78CCN9C7C(C=CC9)(C(C(C8N6C)(C(=O)OC)O)OC(=O)C)CC)OC)C(=O)OC.C(C(C(=O)O)O)(C(=O)O)O. Drug 2: CC1=CC=C(C=C1)C2=CC(=NN2C3=CC=C(C=C3)S(=O)(=O)N)C(F)(F)F. Cell line: OVCAR3. Synergy scores: CSS=66.9, Synergy_ZIP=10.3, Synergy_Bliss=8.86, Synergy_Loewe=-34.5, Synergy_HSA=10.2.